From a dataset of Full USPTO retrosynthesis dataset with 1.9M reactions from patents (1976-2016). Predict the reactants needed to synthesize the given product. Given the product [CH2:9]([O:8][C:6]([C:4]1[C:3]([CH3:11])=[C:1]([NH2:2])[N:21]([C:17]([CH3:20])([CH3:19])[CH3:18])[N:22]=1)=[O:7])[CH3:10], predict the reactants needed to synthesize it. The reactants are: [C:1]([C:3]([CH3:11])=[C:4]([C:6]([O:8][CH2:9][CH3:10])=[O:7])[O-])#[N:2].[K+].CCO.Cl.[C:17]([NH:21][NH2:22])([CH3:20])([CH3:19])[CH3:18].